The task is: Predict the product of the given reaction.. This data is from Forward reaction prediction with 1.9M reactions from USPTO patents (1976-2016). Given the reactants [CH3:1][O:2][C:3]1[CH:4]=[C:5]([CH:11]=[CH:12][C:13]=1[O:14][CH2:15][CH:16]1[CH2:21][CH2:20][N:19]([CH3:22])[CH2:18][CH2:17]1)[C:6]([O:8][CH2:9][CH3:10])=[O:7].C(O)(C(F)(F)F)=O.[N+:30]([O-])([OH:32])=[O:31], predict the reaction product. The product is: [CH3:1][O:2][C:3]1[CH:4]=[C:5]([C:11]([N+:30]([O-:32])=[O:31])=[CH:12][C:13]=1[O:14][CH2:15][CH:16]1[CH2:17][CH2:18][N:19]([CH3:22])[CH2:20][CH2:21]1)[C:6]([O:8][CH2:9][CH3:10])=[O:7].